The task is: Predict the product of the given reaction.. This data is from Forward reaction prediction with 1.9M reactions from USPTO patents (1976-2016). (1) Given the reactants [F:1][CH:2]([F:15])[CH2:3][CH2:4][O:5][C:6]1[CH:7]=[C:8]([CH:12]=[CH:13][CH:14]=1)[C:9](O)=[O:10].C(Cl)(=O)C([Cl:19])=O, predict the reaction product. The product is: [F:1][CH:2]([F:15])[CH2:3][CH2:4][O:5][C:6]1[CH:7]=[C:8]([CH:12]=[CH:13][CH:14]=1)[C:9]([Cl:19])=[O:10]. (2) Given the reactants Br[C:2]1[CH:7]=[CH:6][N:5]2[CH:8]=[C:9]([C:11]3[CH:12]=[C:13]([CH3:17])[CH:14]=[CH:15][CH:16]=3)[N:10]=[C:4]2[CH:3]=1.Cl.[CH3:19][O:20][C@H:21]1[CH2:25][CH2:24][NH:23][CH2:22]1, predict the reaction product. The product is: [CH3:19][O:20][C@H:21]1[CH2:25][CH2:24][N:23]([C:2]2[CH:7]=[CH:6][N:5]3[CH:8]=[C:9]([C:11]4[CH:12]=[C:13]([CH3:17])[CH:14]=[CH:15][CH:16]=4)[N:10]=[C:4]3[CH:3]=2)[CH2:22]1.